From a dataset of Full USPTO retrosynthesis dataset with 1.9M reactions from patents (1976-2016). Predict the reactants needed to synthesize the given product. (1) Given the product [F:32][C:2]([F:31])([F:1])[C:3]1[CH:8]=[C:7]([NH:9][S:10]([C:13]2[CH:14]=[CH:15][CH:16]=[CH:17][CH:18]=2)(=[O:12])=[O:11])[CH:6]=[CH:5][C:4]=1[NH:19][C:20]([CH2:22][C:23]1[CH:24]=[CH:25][C:26]([C:27]([NH2:38])=[NH:28])=[CH:29][CH:30]=1)=[O:21], predict the reactants needed to synthesize it. The reactants are: [F:1][C:2]([F:32])([F:31])[C:3]1[CH:8]=[C:7]([NH:9][S:10]([C:13]2[CH:18]=[CH:17][CH:16]=[CH:15][CH:14]=2)(=[O:12])=[O:11])[CH:6]=[CH:5][C:4]=1[NH:19][C:20]([CH2:22][C:23]1[CH:30]=[CH:29][C:26]([C:27]#[N:28])=[CH:25][CH:24]=1)=[O:21].Cl.C(=O)([O-])[O-].[NH4+:38].[NH4+]. (2) Given the product [F:12][C:13]1[CH:19]=[CH:18][C:16]([NH:17][S:1]([C:4]2[CH:10]=[CH:9][C:7]([CH3:8])=[CH:6][CH:5]=2)(=[O:3])=[O:2])=[CH:15][C:14]=1[N+:20]([O-:22])=[O:21], predict the reactants needed to synthesize it. The reactants are: [S:1](Cl)([C:4]1[CH:10]=[CH:9][C:7]([CH3:8])=[CH:6][CH:5]=1)(=[O:3])=[O:2].[F:12][C:13]1[CH:19]=[CH:18][C:16]([NH2:17])=[CH:15][C:14]=1[N+:20]([O-:22])=[O:21].N1C=CC=CC=1.[Cl-].[Na+]. (3) Given the product [CH:38]1[CH:36]=[C:21]([C:20]#[N:13])[C:43]([C:42]2[O:10][C:8]3[N:6]=[CH:5][CH:4]=[CH:3][C:2]=3[N:1]=2)=[CH:44][CH:39]=1, predict the reactants needed to synthesize it. The reactants are: [NH2:1][C@H:2]([C:8]([OH:10])=O)[CH2:3][CH2:4][C:5](=O)[NH2:6].C1N(CCO)CC[N:13]([CH2:20][CH2:21]S(O)(=O)=O)C1.CC1(C)S[C@@H]2[C@H](N[C:36]([CH2:38][C:39]3C=C[CH:42]=[CH:43][CH:44]=3)=O)C(=O)N2[C@H]1C([O-])=O.[K+].C[C@@H]1O[C@@H](O[C@H]2[C@H](O)[C@@H](O)[C@H](NC(N)=N)[C@@H](O)[C@@H]2NC(N)=N)[C@H](O[C@@H]2O[C@@H](CO)[C@H](O)[C@@H](O)[C@@H]2NC)[C@@]1(O)C=O.C[C@@H](O)[C@H]1O[C@H](O[C@H]2[C@H](O)[C@@H](O[C@H]3OC[C@@](O)(C)[C@H](NC)[C@H]3O)[C@H](N)C[C@@H]2N)[C@H](N)[C@@H](O)[C@@H]1O.C1C=C2C(C3C=CC(O)=CC=3)(C3C=CC(O)=CC=3)OS(=O)(=O)C2=CC=1. (4) Given the product [NH2:17][C:3]1[C:4]([NH:12][CH2:13][CH2:14][CH2:15][Cl:16])=[C:5]([CH:10]=[CH:11][C:2]=1[Cl:1])[C:6]([O:8][CH3:9])=[O:7], predict the reactants needed to synthesize it. The reactants are: [Cl:1][C:2]1[CH:11]=[CH:10][C:5]([C:6]([O:8][CH3:9])=[O:7])=[C:4]([NH:12][CH2:13][CH2:14][CH2:15][Cl:16])[C:3]=1[N+:17]([O-])=O. (5) Given the product [C:1]([O:7][CH2:8][C@@H:9]([O:10][C:11]([CH3:14])([CH3:13])[CH3:12])[C:15]1[C:24]([CH3:25])=[CH:23][C:18]2[N:19]=[C:20]([C:45]3[C:44](=[O:52])[N:43]([C:39]4[CH:38]=[C:37]5[C:42](=[CH:41][CH:40]=4)[N:34]([CH3:33])[N:35]=[CH:36]5)[CH:48]=[CH:47][CH:46]=3)[S:21][C:17]=2[C:16]=1[C:26]1[CH:31]=[CH:30][C:29]([Cl:32])=[CH:28][CH:27]=1)(=[O:6])[C:2]([CH3:5])([CH3:4])[CH3:3], predict the reactants needed to synthesize it. The reactants are: [C:1]([O:7][CH2:8][C@H:9]([C:15]1[C:24]([CH3:25])=[CH:23][C:18]2[N:19]=[C:20](Br)[S:21][C:17]=2[C:16]=1[C:26]1[CH:31]=[CH:30][C:29]([Cl:32])=[CH:28][CH:27]=1)[O:10][C:11]([CH3:14])([CH3:13])[CH3:12])(=[O:6])[C:2]([CH3:5])([CH3:4])[CH3:3].[CH3:33][N:34]1[C:42]2[C:37](=[CH:38][C:39]([N:43]3[CH:48]=[CH:47][CH:46]=[C:45](B(O)O)[C:44]3=[O:52])=[CH:40][CH:41]=2)[CH:36]=[N:35]1.C([O-])([O-])=O.[K+].[K+]. (6) Given the product [CH:6]#[C:7][CH2:8][NH:9][C@H:10]1[C:14]2[CH:15]=[CH:16][CH:17]=[CH:18][C:13]=2[CH2:12][CH2:11]1, predict the reactants needed to synthesize it. The reactants are: CS(O)(=O)=O.[CH:6]#[C:7][CH2:8][NH:9][C@H:10]1[C:14]2[CH:15]=[CH:16][CH:17]=[CH:18][C:13]=2[CH2:12][CH2:11]1. (7) The reactants are: [C:1]([C:4]1[C:5]([CH3:16])=[C:6](Br)[NH:7][C:8]=1[C:9]1[CH:14]=[CH:13][CH:12]=[CH:11][CH:10]=1)(=[O:3])[CH3:2].[N:17]1[CH:22]=[CH:21][C:20](B(O)O)=[CH:19][CH:18]=1. Given the product [C:1]([C:4]1[C:5]([CH3:16])=[C:6]([C:20]2[CH:21]=[CH:22][N:17]=[CH:18][CH:19]=2)[NH:7][C:8]=1[C:9]1[CH:14]=[CH:13][CH:12]=[CH:11][CH:10]=1)(=[O:3])[CH3:2], predict the reactants needed to synthesize it. (8) Given the product [Br:1][C:2]1[CH:3]=[CH:4][C:5]([O:32][CH:33]2[CH2:38][CH2:37][N:36]([CH3:42])[CH2:35][CH2:34]2)=[C:6]([CH:8]2[CH2:13][C:12](=[O:14])[NH:11][CH:10]([C:15]3[CH:20]=[CH:19][CH:18]=[C:17]([F:21])[CH:16]=3)[C:9]32[C:29]2[C:24](=[CH:25][C:26]([Cl:30])=[CH:27][CH:28]=2)[NH:23][C:22]3=[O:31])[CH:7]=1, predict the reactants needed to synthesize it. The reactants are: [Br:1][C:2]1[CH:3]=[CH:4][C:5]([O:32][CH:33]2[CH2:38][CH2:37][NH:36][CH2:35][CH2:34]2)=[C:6]([CH:8]2[CH2:13][C:12](=[O:14])[NH:11][CH:10]([C:15]3[CH:20]=[CH:19][CH:18]=[C:17]([F:21])[CH:16]=3)[C:9]32[C:29]2[C:24](=[CH:25][C:26]([Cl:30])=[CH:27][CH:28]=2)[NH:23][C:22]3=[O:31])[CH:7]=1.C=O.[BH3-][C:42]#N.[Na+].